This data is from NCI-60 drug combinations with 297,098 pairs across 59 cell lines. The task is: Regression. Given two drug SMILES strings and cell line genomic features, predict the synergy score measuring deviation from expected non-interaction effect. (1) Drug 1: CN(C)C1=NC(=NC(=N1)N(C)C)N(C)C. Drug 2: C#CCC(CC1=CN=C2C(=N1)C(=NC(=N2)N)N)C3=CC=C(C=C3)C(=O)NC(CCC(=O)O)C(=O)O. Cell line: 786-0. Synergy scores: CSS=2.36, Synergy_ZIP=-10.6, Synergy_Bliss=-21.9, Synergy_Loewe=-68.0, Synergy_HSA=-24.1. (2) Drug 1: CS(=O)(=O)C1=CC(=C(C=C1)C(=O)NC2=CC(=C(C=C2)Cl)C3=CC=CC=N3)Cl. Drug 2: COC1=C(C=C2C(=C1)N=CN=C2NC3=CC(=C(C=C3)F)Cl)OCCCN4CCOCC4. Cell line: SF-295. Synergy scores: CSS=13.1, Synergy_ZIP=-2.99, Synergy_Bliss=5.25, Synergy_Loewe=6.21, Synergy_HSA=6.43. (3) Drug 1: CC1OCC2C(O1)C(C(C(O2)OC3C4COC(=O)C4C(C5=CC6=C(C=C35)OCO6)C7=CC(=C(C(=C7)OC)O)OC)O)O. Drug 2: CC1=C(C=C(C=C1)C(=O)NC2=CC(=CC(=C2)C(F)(F)F)N3C=C(N=C3)C)NC4=NC=CC(=N4)C5=CN=CC=C5. Cell line: LOX IMVI. Synergy scores: CSS=26.6, Synergy_ZIP=-1.71, Synergy_Bliss=-4.11, Synergy_Loewe=-7.65, Synergy_HSA=-1.56. (4) Drug 1: CC1=C(C=C(C=C1)NC(=O)C2=CC=C(C=C2)CN3CCN(CC3)C)NC4=NC=CC(=N4)C5=CN=CC=C5. Drug 2: C1CN1C2=NC(=NC(=N2)N3CC3)N4CC4. Cell line: MDA-MB-231. Synergy scores: CSS=10.3, Synergy_ZIP=-3.39, Synergy_Bliss=-0.907, Synergy_Loewe=-10.8, Synergy_HSA=-3.41.